This data is from Peptide-MHC class II binding affinity with 134,281 pairs from IEDB. The task is: Regression. Given a peptide amino acid sequence and an MHC pseudo amino acid sequence, predict their binding affinity value. This is MHC class II binding data. The peptide sequence is PNYLALLVKYVDGDG. The MHC is DRB1_0404 with pseudo-sequence DRB1_0404. The binding affinity (normalized) is 0.378.